Dataset: Reaction yield outcomes from USPTO patents with 853,638 reactions. Task: Predict the reaction yield, written as a fraction of the theoretical maximum amount of product (1.0 means a 100% yield; for example, 0.34 means a 34% yield). (1) The reactants are [Cl:1][C:2]1[CH:9]=[CH:8][C:5]([CH2:6]O)=[C:4]([O:10][CH3:11])[CH:3]=1.S(Cl)([Cl:14])=O. No catalyst specified. The product is [Cl:1][C:2]1[CH:9]=[CH:8][C:5]([CH2:6][Cl:14])=[C:4]([O:10][CH3:11])[CH:3]=1. The yield is 0.950. (2) The reactants are C(O)C.[C:4]([O:8][C:9]([N:11]([CH2:23][C:24]([O:26][C:27]([CH3:30])([CH3:29])[CH3:28])=[O:25])[C:12]1[CH:17]=[CH:16][CH:15]=[C:14]([C:18](OCC)=[O:19])[N:13]=1)=[O:10])([CH3:7])([CH3:6])[CH3:5].[Cl-].[Ca+2].[Cl-].[BH4-].[Na+].COCCOCCOCCOCCOC. The catalyst is O.C(O)(=O)C. The product is [C:27]([O:26][C:24](=[O:25])[CH2:23][N:11]([C:9]([O:8][C:4]([CH3:7])([CH3:6])[CH3:5])=[O:10])[C:12]1[CH:17]=[CH:16][CH:15]=[C:14]([CH2:18][OH:19])[N:13]=1)([CH3:30])([CH3:29])[CH3:28]. The yield is 0.920.